From a dataset of Forward reaction prediction with 1.9M reactions from USPTO patents (1976-2016). Predict the product of the given reaction. (1) The product is: [F:13][C:10]([F:11])([F:12])[S:7]([N-:6][S:3]([C:2]([F:1])([F:14])[F:15])(=[O:4])=[O:5])(=[O:8])=[O:9].[CH:20]1[C:21]2[C:30](=[CH:29][C:28]3[C:23]([C:22]=2[N:31]2[CH:35]=[CH:34][NH+:33]([CH2:26][CH2:25][CH2:24][CH2:23][CH2:22][CH2:21][CH2:20][CH2:19][CH2:18][CH2:17][CH2:30][CH3:29])[CH2:32]2)=[CH:24][CH:25]=[CH:26][CH:27]=3)[CH:17]=[CH:18][CH:19]=1. Given the reactants [F:1][C:2]([F:15])([F:14])[S:3]([N-:6][S:7]([C:10]([F:13])([F:12])[F:11])(=[O:9])=[O:8])(=[O:5])=[O:4].[Li+].[CH:17]1[C:30]2[C:21](=[CH:22][C:23]3[C:28]([CH:29]=2)=[CH:27][CH:26]=[CH:25][CH:24]=3)[CH:20]=[CH:19][CH:18]=1.[NH+:31]1[CH:35]=[CH:34][NH:33][CH:32]=1, predict the reaction product. (2) Given the reactants [CH2:1]([C:3]1[CH:4]=[C:5]([C:9]2[C:14]([F:15])=[CH:13][CH:12]=[CH:11][C:10]=2[C:16]([OH:31])([C@@H:25]2[CH2:30][CH2:29][CH2:28][NH:27][CH2:26]2)[CH2:17][CH2:18][CH2:19][NH:20][C:21](=[O:24])[O:22][CH3:23])[CH:6]=[CH:7][CH:8]=1)[CH3:2].[OH:32][CH:33]([CH2:38][N:39]([CH3:52])[S:40]([C:43]1[CH:48]=[CH:47][CH:46]=[CH:45][C:44]=1[N+:49]([O-:51])=[O:50])(=[O:42])=[O:41])[CH2:34][C:35]([O-])=[O:36].[Li+].CCN(C(C)C)C(C)C.CN(C(ON1N=NC2C=CC=CC1=2)=[N+](C)C)C.F[P-](F)(F)(F)(F)F, predict the reaction product. The product is: [CH2:1]([C:3]1[CH:4]=[C:5]([C:9]2[C:14]([F:15])=[CH:13][CH:12]=[CH:11][C:10]=2[C:16]([OH:31])([C@@H:25]2[CH2:30][CH2:29][CH2:28][N:27]([C:35](=[O:36])[CH2:34][CH:33]([OH:32])[CH2:38][N:39]([CH3:52])[S:40]([C:43]3[CH:48]=[CH:47][CH:46]=[CH:45][C:44]=3[N+:49]([O-:51])=[O:50])(=[O:41])=[O:42])[CH2:26]2)[CH2:17][CH2:18][CH2:19][NH:20][C:21](=[O:24])[O:22][CH3:23])[CH:6]=[CH:7][CH:8]=1)[CH3:2]. (3) Given the reactants C[Si](C)(C)[N-][Si](C)(C)C.[Li+].[Cl:11][C:12]1[CH:13]=[C:14]([CH:46]=[CH:47][C:48]=1[Cl:49])[O:15][CH:16]1[CH2:21][CH2:20][N:19]([CH2:22][CH:23]2[CH2:28][CH2:27][N:26]([CH2:29][C:30](N3[C@H](C4C=CC=CC=4)[C@H](C)N(C)C3=O)=[O:31])[CH2:25][CH2:24]2)[CH2:18][CH2:17]1.[CH3:50][C:51]1[CH:58]=[CH:57][CH:56]=[CH:55][C:52]=1[CH2:53]Br.[OH2:59], predict the reaction product. The product is: [Cl:11][C:12]1[CH:13]=[C:14]([CH:46]=[CH:47][C:48]=1[Cl:49])[O:15][CH:16]1[CH2:17][CH2:18][N:19]([CH2:22][CH:23]2[CH2:28][CH2:27][N:26]([C@@H:29]([CH2:50][C:51]3[CH:58]=[CH:57][CH:56]=[CH:55][C:52]=3[CH3:53])[C:30]([OH:59])=[O:31])[CH2:25][CH2:24]2)[CH2:20][CH2:21]1. (4) Given the reactants [NH2:1][C:2]1[CH:3]=[C:4]2[C:9](=[C:10]([C:12]([F:15])([F:14])[F:13])[CH:11]=1)[N:8]=[CH:7][C:6]([C:16]#[N:17])=[C:5]2[NH:18][C:19]1[CH:24]=[CH:23][C:22]([F:25])=[C:21]([Cl:26])[CH:20]=1.[F:27][C:28]1[CH:35]=[CH:34][CH:33]=[CH:32][C:29]=1[CH:30]=O.[BH3-]C#N.[Na+], predict the reaction product. The product is: [Cl:26][C:21]1[CH:20]=[C:19]([NH:18][C:5]2[C:4]3[C:9](=[C:10]([C:12]([F:13])([F:14])[F:15])[CH:11]=[C:2]([NH:1][CH2:30][C:29]4[CH:32]=[CH:33][CH:34]=[CH:35][C:28]=4[F:27])[CH:3]=3)[N:8]=[CH:7][C:6]=2[C:16]#[N:17])[CH:24]=[CH:23][C:22]=1[F:25].